Regression. Given a peptide amino acid sequence and an MHC pseudo amino acid sequence, predict their binding affinity value. This is MHC class I binding data. From a dataset of Peptide-MHC class I binding affinity with 185,985 pairs from IEDB/IMGT. (1) The peptide sequence is NIRQAGVQYSR. The binding affinity (normalized) is 0. The MHC is HLA-A02:02 with pseudo-sequence HLA-A02:02. (2) The peptide sequence is FPYLVAYQA. The MHC is HLA-B07:02 with pseudo-sequence HLA-B07:02. The binding affinity (normalized) is 0.0944.